This data is from Catalyst prediction with 721,799 reactions and 888 catalyst types from USPTO. The task is: Predict which catalyst facilitates the given reaction. Reactant: B.O1CCCC1.[CH2:7]([CH:9]1[O:14][CH:13]([C:15]2[CH:20]=[CH:19][CH:18]=[C:17]([O:21][CH3:22])[CH:16]=2)[CH2:12][N:11]([CH2:23][CH2:24][CH3:25])[C:10]1=O)[CH3:8]. Product: [CH2:7]([CH:9]1[O:14][CH:13]([C:15]2[CH:20]=[CH:19][CH:18]=[C:17]([O:21][CH3:22])[CH:16]=2)[CH2:12][N:11]([CH2:23][CH2:24][CH3:25])[CH2:10]1)[CH3:8]. The catalyst class is: 1.